This data is from Full USPTO retrosynthesis dataset with 1.9M reactions from patents (1976-2016). The task is: Predict the reactants needed to synthesize the given product. (1) The reactants are: [N:1]1([C:7]([O:9][C:10]([CH3:13])([CH3:12])[CH3:11])=[O:8])[CH2:6][CH2:5][NH:4][CH2:3][CH2:2]1.BrC[C:16]1[CH:17]=[C:18]([CH:21]=[CH:22][CH:23]=1)[C:19]#[N:20].[C:24]([O-])([O-])=O.[K+].[K+]. Given the product [C:19]([C:18]1[CH:17]=[CH:16][C:23]([CH2:24][N:4]2[CH2:5][CH2:6][N:1]([C:7]([O:9][C:10]([CH3:13])([CH3:12])[CH3:11])=[O:8])[CH2:2][CH2:3]2)=[CH:22][CH:21]=1)#[N:20], predict the reactants needed to synthesize it. (2) Given the product [C:1]([N:4]1[C:8]2=[CH:9][CH:10]=[C:11]([C:37]3[CH:36]=[CH:35][CH:34]=[C:33]([S:30]([CH3:29])(=[O:32])=[O:31])[CH:38]=3)[C:12](=[O:13])[N:7]2[C@H:6]([C:15]2[CH:20]=[CH:19][C:18]([Cl:21])=[CH:17][CH:16]=2)[C@@H:5]1[C:22]1[CH:27]=[CH:26][C:25]([Cl:28])=[CH:24][CH:23]=1)(=[O:3])[CH3:2], predict the reactants needed to synthesize it. The reactants are: [C:1]([N:4]1[C:8]2=[CH:9][CH:10]=[C:11](I)[C:12](=[O:13])[N:7]2[C@H:6]([C:15]2[CH:20]=[CH:19][C:18]([Cl:21])=[CH:17][CH:16]=2)[C@@H:5]1[C:22]1[CH:27]=[CH:26][C:25]([Cl:28])=[CH:24][CH:23]=1)(=[O:3])[CH3:2].[CH3:29][S:30]([C:33]1[CH:34]=[C:35](B(O)O)[CH:36]=[CH:37][CH:38]=1)(=[O:32])=[O:31]. (3) The reactants are: [H-].[H-].[H-].[H-].[Li+].[Al+3].C([O:9][C:10](=O)[C:11]1[CH:16]=[CH:15][C:14]([NH2:17])=[CH:13][C:12]=1[CH2:18][CH3:19])C. Given the product [NH2:17][C:14]1[CH:15]=[CH:16][C:11]([CH2:10][OH:9])=[C:12]([CH2:18][CH3:19])[CH:13]=1, predict the reactants needed to synthesize it. (4) Given the product [NH2:16][CH2:17][CH2:18][C:19]1[N:27]=[C:26]([Cl:28])[CH:25]=[CH:24][C:20]=1[C:21]([F:9])=[O:22], predict the reactants needed to synthesize it. The reactants are: N1C=CC=CC=1.N1C(F)=NC(F)=NC=1[F:9].[NH2:16][CH2:17][CH2:18][C:19]1[N:27]=[C:26]([Cl:28])[CH:25]=[CH:24][C:20]=1[C:21](O)=[O:22]. (5) Given the product [N+:1]([C:4]1[CH:5]=[C:6]([CH2:7][OH:8])[CH:10]=[C:11]([C:13]([F:14])([F:15])[F:16])[CH:12]=1)([O-:3])=[O:2], predict the reactants needed to synthesize it. The reactants are: [N+:1]([C:4]1[CH:5]=[C:6]([CH:10]=[C:11]([C:13]([F:16])([F:15])[F:14])[CH:12]=1)[C:7](O)=[O:8])([O-:3])=[O:2].